Dataset: Forward reaction prediction with 1.9M reactions from USPTO patents (1976-2016). Task: Predict the product of the given reaction. (1) Given the reactants [OH:1]/[N:2]=[C:3](\Cl)/[C:4]1[CH:9]=[CH:8][CH:7]=[CH:6][C:5]=1[F:10].[C:12]([CH2:15][C:16](=O)[CH3:17])(=[O:14])[CH3:13].[O-]CC.[Na+].Cl, predict the reaction product. The product is: [F:10][C:5]1[CH:6]=[CH:7][CH:8]=[CH:9][C:4]=1[C:3]1[C:15]([C:12](=[O:14])[CH3:13])=[C:16]([CH3:17])[O:1][N:2]=1. (2) Given the reactants [CH3:1][CH:2]([CH2:4][CH2:5][CH2:6][C@@H:7]([C@@H:9]1[C@:26]2([CH3:27])[C@H:12]([C:13]3[O:14][C:15](=[O:29])[CH:16]4[C@:21]([C:23]=3[CH2:24][CH2:25]2)([CH3:22])[CH2:20][CH2:19][C:18](=O)[CH2:17]4)[CH2:11][CH2:10]1)[CH3:8])[CH3:3].Cl.[CH3:31][O:32][NH2:33].N1C=CC=CC=1.[Cl-].[NH4+], predict the reaction product. The product is: [CH3:31][O:32][N:33]=[C:18]1[CH2:19][CH2:20][C@@:21]2([CH3:22])[CH:16]([C:15](=[O:29])[O:14][C:13]3[C@H:12]4[C@:26]([CH3:27])([CH2:25][CH2:24][C:23]=32)[C@@H:9]([C@@H:7]([CH3:8])[CH2:6][CH2:5][CH2:4][CH:2]([CH3:3])[CH3:1])[CH2:10][CH2:11]4)[CH2:17]1. (3) Given the reactants [Br:1][C:2]1[CH:7]=[CH:6][C:5]([C:8](=[O:22])[CH2:9][CH2:10][C:11]([C:13]2[CH:18]=[CH:17][C:16]([N+:19]([O-:21])=[O:20])=[CH:15][CH:14]=2)=[O:12])=[CH:4][CH:3]=1.[BH4-].[Na+], predict the reaction product. The product is: [Br:1][C:2]1[CH:3]=[CH:4][C:5]([CH:8]([OH:22])[CH2:9][CH2:10][CH:11]([C:13]2[CH:18]=[CH:17][C:16]([N+:19]([O-:21])=[O:20])=[CH:15][CH:14]=2)[OH:12])=[CH:6][CH:7]=1. (4) Given the reactants [CH:1]1([C@H:4]2[C@H:13]([CH3:14])[C@@H:12]([NH:15][C:16](=[O:25])[O:17][CH2:18][C:19]3[CH:24]=[CH:23][CH:22]=[CH:21][CH:20]=3)[C:11]3[C:6](=[CH:7][C:8]([F:26])=[CH:9][CH:10]=3)[NH:5]2)[CH2:3][CH2:2]1.N1C=CC=CC=1.[C:33](Cl)(=[O:35])[CH3:34].C(=O)(O)[O-].[Na+], predict the reaction product. The product is: [C:33]([N:5]1[C:6]2[C:11](=[CH:10][CH:9]=[C:8]([F:26])[CH:7]=2)[C@H:12]([NH:15][C:16](=[O:25])[O:17][CH2:18][C:19]2[CH:24]=[CH:23][CH:22]=[CH:21][CH:20]=2)[C@@H:13]([CH3:14])[C@@H:4]1[CH:1]1[CH2:3][CH2:2]1)(=[O:35])[CH3:34]. (5) Given the reactants [Br:1][C:2]1[CH:7]=[CH:6][C:5]([C:8]2[CH:16]=[CH:15][C:11]([C:12](O)=[O:13])=[CH:10][CH:9]=2)=[CH:4][CH:3]=1.[CH3:17][S:18]([NH2:21])(=[O:20])=[O:19].N12CCCN=C1CCCCC2, predict the reaction product. The product is: [Br:1][C:2]1[CH:7]=[CH:6][C:5]([C:8]2[CH:16]=[CH:15][C:11]([C:12]([NH:21][S:18]([CH3:17])(=[O:20])=[O:19])=[O:13])=[CH:10][CH:9]=2)=[CH:4][CH:3]=1. (6) Given the reactants [Br:1][C:2]1[CH:3]=[CH:4][C:5]([I:10])=[C:6]([CH:9]=1)[CH:7]=[O:8].[CH3:11][C:12]1C=CC(S(O)(=O)=O)=CC=1.[CH2:22]([OH:24])[CH3:23], predict the reaction product. The product is: [Br:1][C:2]1[CH:3]=[CH:4][C:5]([I:10])=[C:6]([CH:7]([O:24][CH2:22][CH3:23])[O:8][CH2:11][CH3:12])[CH:9]=1.